From a dataset of Full USPTO retrosynthesis dataset with 1.9M reactions from patents (1976-2016). Predict the reactants needed to synthesize the given product. (1) Given the product [NH:8]([C:9]([N:19]([C:20]([NH:22][C:23]1[CH:28]=[CH:27][CH:26]=[CH:25][CH:24]=1)=[O:21])[C:15]1[C:14]([C:9](=[N:10][OH:11])[NH:8][C:4]2[CH:5]=[CH:6][CH:7]=[C:2]([Cl:1])[CH:3]=2)=[N:18][O:17][N:16]=1)=[O:29])[C:4]1[CH:5]=[CH:6][CH:7]=[CH:2][CH:3]=1.[NH:22]([C:20]([NH:19][C:15]1[C:14]([C:9](=[N:10][OH:11])[NH:8][C:4]2[CH:5]=[CH:6][CH:7]=[C:2]([Cl:1])[CH:3]=2)=[N:18][O:17][N:16]=1)=[O:21])[C:23]1[CH:24]=[CH:25][CH:26]=[CH:27][CH:28]=1, predict the reactants needed to synthesize it. The reactants are: [Cl:1][C:2]1[CH:3]=[C:4]([N:8]2C(=O)[O:11][N:10]=[C:9]2[C:14]2[C:15]([NH:19][C:20]([NH:22][C:23]3[CH:28]=[CH:27][CH:26]=[CH:25][CH:24]=3)=[O:21])=[N:16][O:17][N:18]=2)[CH:5]=[CH:6][CH:7]=1.[OH-:29].[Na+]. (2) Given the product [CH:2]([CH:8]([CH2:9][CH2:10][C:11]([O:13][CH2:14][CH3:15])=[O:12])[C:7]([O:17][CH2:18][CH3:19])=[O:16])=[O:4], predict the reactants needed to synthesize it. The reactants are: C[C:2](C)([O-:4])C.[Na+].[C:7]([O:17][CH2:18][CH3:19])(=[O:16])[CH2:8][CH2:9][CH2:10][C:11]([O:13][CH2:14][CH3:15])=[O:12].C(OCC)=O. (3) Given the product [Si:33]([O:32][CH2:31][CH2:30][CH:5]([N:6]1[C:14]2[C:9](=[CH:10][CH:11]=[CH:12][CH:13]=2)[C:8]2([CH2:19][CH2:18][CH2:17][CH2:16][CH2:15]2)[C:7]1=[O:20])[C:4]1[CH:21]=[CH:22][CH:23]=[C:2]([F:1])[CH:3]=1)([C:36]([CH3:39])([CH3:38])[CH3:37])([CH3:35])[CH3:34], predict the reactants needed to synthesize it. The reactants are: [F:1][C:2]1[CH:3]=[C:4]([CH:21]=[CH:22][CH:23]=1)[CH2:5][N:6]1[C:14]2[C:9](=[CH:10][CH:11]=[CH:12][CH:13]=2)[C:8]2([CH2:19][CH2:18][CH2:17][CH2:16][CH2:15]2)[C:7]1=[O:20].C([Li])CCC.Br[CH2:30][CH2:31][O:32][Si:33]([C:36]([CH3:39])([CH3:38])[CH3:37])([CH3:35])[CH3:34].